Predict which catalyst facilitates the given reaction. From a dataset of Catalyst prediction with 721,799 reactions and 888 catalyst types from USPTO. Reactant: [CH3:1][NH:2][C:3]([C:5]1[CH:6]=[N:7][C:8]([O:11][C:12]2[C:22]([I:23])=[CH:21][C:15]3[CH2:16][CH2:17][NH:18][CH2:19][CH2:20][C:14]=3[CH:13]=2)=[CH:9][CH:10]=1)=[O:4].[C:24]1(=O)[CH2:27][CH2:26][CH2:25]1. Product: [CH:24]1([N:18]2[CH2:17][CH2:16][C:15]3[CH:21]=[C:22]([I:23])[C:12]([O:11][C:8]4[N:7]=[CH:6][C:5]([C:3]([NH:2][CH3:1])=[O:4])=[CH:10][CH:9]=4)=[CH:13][C:14]=3[CH2:20][CH2:19]2)[CH2:27][CH2:26][CH2:25]1. The catalyst class is: 404.